This data is from Reaction yield outcomes from USPTO patents with 853,638 reactions. The task is: Predict the reaction yield, written as a fraction of the theoretical maximum amount of product (1.0 means a 100% yield; for example, 0.34 means a 34% yield). (1) The reactants are [Br:1][C:2]1[S:6][C:5]([C:7]([O:9][CH3:10])=[O:8])=[C:4]([NH:11]C(=O)C(F)(F)F)[CH:3]=1.C(=O)([O-])[O-].[K+].[K+].CO. The catalyst is O. The product is [NH2:11][C:4]1[CH:3]=[C:2]([Br:1])[S:6][C:5]=1[C:7]([O:9][CH3:10])=[O:8]. The yield is 0.880. (2) The reactants are [NH2:1][C:2]1[C:12](Br)=[CH:11][C:5]([C:6]([O:8][CH2:9][CH3:10])=[O:7])=[CH:4][N:3]=1.[CH:14]([N:17]=[C:18]=[S:19])([CH3:16])[CH3:15].[H-].[Na+].CCOC(C)=O.CCCCCC. The catalyst is CN(C=O)C. The product is [CH:14]([NH:17][C:18]1[S:19][C:12]2[C:2]([N:1]=1)=[N:3][CH:4]=[C:5]([C:6]([O:8][CH2:9][CH3:10])=[O:7])[CH:11]=2)([CH3:16])[CH3:15]. The yield is 0.340. (3) The reactants are [H-].[H-].[H-].[H-].[Li+].[Al+3].[NH2:7][C:8]1[C:16]2[C:15]([C:17](OCC)=[O:18])=[CH:14][C:13]([CH3:22])=[N:12][C:11]=2[S:10][C:9]=1[C:23](=[O:25])[NH2:24]. The catalyst is C1COCC1. The product is [NH2:7][C:8]1[C:16]2[C:11](=[N:12][C:13]([CH3:22])=[CH:14][C:15]=2[CH2:17][OH:18])[S:10][C:9]=1[C:23]([NH2:24])=[O:25]. The yield is 0.740. (4) The reactants are [Cl:1][C:2]1[CH:3]=[CH:4][C:5]([O:18][CH2:19][C:20]2[CH:25]=[CH:24][C:23]([Cl:26])=[CH:22][C:21]=2[F:27])=[C:6]([CH2:8][C:9]2[N:14]=[C:13]([C:15](O)=[O:16])[CH:12]=[CH:11][CH:10]=2)[CH:7]=1.[C:28]1([S:34]([NH2:37])(=[O:36])=[O:35])[CH:33]=[CH:32][CH:31]=[CH:30][CH:29]=1.Cl.CN(C)CCCN=C=NCC. The catalyst is ClCCl.O1CCCC1. The product is [Cl:1][C:2]1[CH:3]=[CH:4][C:5]([O:18][CH2:19][C:20]2[CH:25]=[CH:24][C:23]([Cl:26])=[CH:22][C:21]=2[F:27])=[C:6]([CH2:8][C:9]2[N:14]=[C:13]([C:15]([NH:37][S:34]([C:28]3[CH:33]=[CH:32][CH:31]=[CH:30][CH:29]=3)(=[O:36])=[O:35])=[O:16])[CH:12]=[CH:11][CH:10]=2)[CH:7]=1. The yield is 0.420.